Dataset: Catalyst prediction with 721,799 reactions and 888 catalyst types from USPTO. Task: Predict which catalyst facilitates the given reaction. Reactant: [CH2:1]([Mg]Br)[CH3:2].CON(C)[C:8]([C:10]1[CH:11]=[N:12][N:13]([CH2:15][C:16]2[CH:21]=[CH:20][C:19]([O:22][CH3:23])=[CH:18][CH:17]=2)[CH:14]=1)=[O:9]. Product: [CH3:23][O:22][C:19]1[CH:18]=[CH:17][C:16]([CH2:15][N:13]2[CH:14]=[C:10]([C:8](=[O:9])[CH2:1][CH3:2])[CH:11]=[N:12]2)=[CH:21][CH:20]=1. The catalyst class is: 1.